From a dataset of Forward reaction prediction with 1.9M reactions from USPTO patents (1976-2016). Predict the product of the given reaction. (1) Given the reactants Cl[C:2]1[C:7]([C:8]([F:11])([F:10])[F:9])=[CH:6][N:5]=[C:4]([NH:12][C:13]2[CH:18]=[CH:17][C:16]([P:19]([CH3:22])([CH3:21])=[O:20])=[CH:15][CH:14]=2)[N:3]=1.C(N(CC)CC)C.[NH2:30][N:31]1[CH2:36][CH2:35][N:34]([CH3:37])[CH2:33][CH2:32]1, predict the reaction product. The product is: [CH3:21][P:19]([C:16]1[CH:17]=[CH:18][C:13]([NH:12][C:4]2[N:3]=[C:2]([NH:30][N:31]3[CH2:36][CH2:35][N:34]([CH3:37])[CH2:33][CH2:32]3)[C:7]([C:8]([F:11])([F:10])[F:9])=[CH:6][N:5]=2)=[CH:14][CH:15]=1)([CH3:22])=[O:20]. (2) Given the reactants Cl[C:2]1[N:11]=[C:10]([NH:12][CH2:13][CH:14]([C:21]2[CH:26]=[CH:25][CH:24]=[CH:23][CH:22]=2)[C:15]2[CH:20]=[CH:19][CH:18]=[CH:17][CH:16]=2)[C:9]2[C:4](=[CH:5][CH:6]=[CH:7][CH:8]=2)[N:3]=1.CC1(C)C(C)(C)OB([C:35]2[CH:36]=[N:37][C:38]([NH:41][C:42](=[O:48])[O:43][C:44]([CH3:47])([CH3:46])[CH3:45])=[N:39][CH:40]=2)O1.C(NC1C2C(=CC=CC=2)N=C(C2SC3C=CC=CC=3C=2)N=1)(C1C=CC=CC=1)C1C=CC=CC=1, predict the reaction product. The product is: [C:15]1([CH:14]([C:21]2[CH:26]=[CH:25][CH:24]=[CH:23][CH:22]=2)[CH2:13][NH:12][C:10]2[C:9]3[C:4](=[CH:5][CH:6]=[CH:7][CH:8]=3)[N:3]=[C:2]([C:35]3[CH:40]=[N:39][C:38]([NH:41][C:42](=[O:48])[O:43][C:44]([CH3:46])([CH3:45])[CH3:47])=[N:37][CH:36]=3)[N:11]=2)[CH:20]=[CH:19][CH:18]=[CH:17][CH:16]=1. (3) Given the reactants [NH:1]1[C:9]2[C:4](=[C:5]([O:10][CH2:11][C:12]([O:14][CH2:15][CH3:16])=[O:13])[CH:6]=[CH:7][CH:8]=2)[CH:3]=[CH:2]1.C([BH3-])#N.[Na+].C(=O)(O)[O-].[Na+], predict the reaction product. The product is: [NH:1]1[C:9]2[C:4](=[C:5]([O:10][CH2:11][C:12]([O:14][CH2:15][CH3:16])=[O:13])[CH:6]=[CH:7][CH:8]=2)[CH2:3][CH2:2]1. (4) The product is: [CH:1]1([CH:4]([C:11]2[CH:16]=[CH:15][CH:14]=[C:13]([CH2:17][O:18][C:19]3[CH:24]=[CH:23][C:22]([C:25]4[CH:30]=[C:29]([O:31][CH3:32])[CH:28]=[CH:27][C:26]=4[F:33])=[C:21]([O:34][CH2:35][C:36]([CH3:39])([CH3:38])[CH3:37])[CH:20]=3)[CH:12]=2)[CH2:5][C:6]([OH:8])=[O:7])[CH2:2][CH2:3]1. Given the reactants [CH:1]1([CH:4]([C:11]2[CH:16]=[CH:15][CH:14]=[C:13]([CH2:17][O:18][C:19]3[CH:24]=[CH:23][C:22]([C:25]4[CH:30]=[C:29]([O:31][CH3:32])[CH:28]=[CH:27][C:26]=4[F:33])=[C:21]([O:34][CH2:35][C:36]([CH3:39])([CH3:38])[CH3:37])[CH:20]=3)[CH:12]=2)[CH2:5][C:6]([O:8]CC)=[O:7])[CH2:3][CH2:2]1.[OH-].[Na+].Cl, predict the reaction product.